Dataset: Forward reaction prediction with 1.9M reactions from USPTO patents (1976-2016). Task: Predict the product of the given reaction. (1) Given the reactants [C:1]([C:3]1[CH:8]=[CH:7][C:6]([OH:9])=[CH:5][CH:4]=1)#[N:2].[CH3:10][C:11]([C:13]1[CH:18]=[CH:17][C:16](F)=[CH:15][C:14]=1[Cl:20])=[O:12].C([O-])([O-])=O.[K+].[K+].CCCCCCC.CCOC(C)=O, predict the reaction product. The product is: [C:11]([C:13]1[CH:18]=[CH:17][C:16]([O:9][C:6]2[CH:7]=[CH:8][C:3]([C:1]#[N:2])=[CH:4][CH:5]=2)=[CH:15][C:14]=1[Cl:20])(=[O:12])[CH3:10]. (2) Given the reactants C(N)CC1C=CC=CC=1.[CH2:10]([NH:18][C:19](=[O:29])[C:20]1[CH:25]=[CH:24][C:23]([Br:26])=[CH:22][C:21]=1[O:27][CH3:28])[CH2:11][C:12]1[CH:17]=[CH:16][CH:15]=[CH:14][CH:13]=1.BrC1C=CC(C(Cl)=O)=C(OC)C=1.C(N(CC)CC)C, predict the reaction product. The product is: [CH2:10]([NH:18][C:19](=[O:29])[C:20]1[CH:25]=[CH:24][C:23]([Br:26])=[CH:22][C:21]=1[O:27][CH3:28])[CH2:11][C:12]1[CH:17]=[CH:16][CH:15]=[CH:14][CH:13]=1. (3) The product is: [CH3:16][Si:15]([CH3:18])([CH3:17])[CH2:14][CH2:13][O:12][CH2:11][N:8]1[C:5]2=[N:6][CH:7]=[C:2]([S:24]([CH2:23][CH2:22][C:21]([O:20][CH3:19])=[O:27])(=[O:26])=[O:25])[CH:3]=[C:4]2[CH:10]=[CH:9]1. Given the reactants Br[C:2]1[CH:3]=[C:4]2[CH:10]=[CH:9][N:8]([CH2:11][O:12][CH2:13][CH2:14][Si:15]([CH3:18])([CH3:17])[CH3:16])[C:5]2=[N:6][CH:7]=1.[CH3:19][O:20][C:21](=[O:27])[CH2:22][CH2:23][S:24]([O-:26])=[O:25].[Na+].CS(C)=O.[Si](C=[N+]=[N-])(C)(C)C, predict the reaction product. (4) Given the reactants [Br:1][C:2]1[CH:3]=[C:4]2[C:8](=[CH:9][CH:10]=1)[NH:7][C:6]([C:11]([O:13][CH2:14][CH3:15])=[O:12])=[C:5]2[S:16]([N:19]1[CH2:24][CH2:23][O:22][CH2:21][CH2:20]1)(=[O:18])=[O:17].[N+:25]([O-])([OH:27])=[O:26], predict the reaction product. The product is: [Br:1][C:2]1[C:3]([N+:25]([O-:27])=[O:26])=[C:4]2[C:8](=[CH:9][CH:10]=1)[NH:7][C:6]([C:11]([O:13][CH2:14][CH3:15])=[O:12])=[C:5]2[S:16]([N:19]1[CH2:24][CH2:23][O:22][CH2:21][CH2:20]1)(=[O:17])=[O:18]. (5) The product is: [Cl:43][C:40]1[CH:39]=[CH:38][C:37]([C@H:33]([C:34]([N:20]2[CH2:19][CH2:18][N:17]([C:9]3[C:8]([C:4]4[CH:5]=[CH:6][CH:7]=[C:2]([F:1])[CH:3]=4)=[CH:13][N:12]=[C:11]4[NH:14][CH:15]=[CH:16][C:10]=34)[CH2:22][CH2:21]2)=[O:35])[CH2:32][C:31]([NH:30][C:28](=[O:29])[O:27][C:23]([CH3:25])([CH3:24])[CH3:26])([CH3:45])[CH3:44])=[CH:42][CH:41]=1. Given the reactants [F:1][C:2]1[CH:3]=[C:4]([C:8]2[C:9]([N:17]3[CH2:22][CH2:21][NH:20][CH2:19][CH2:18]3)=[C:10]3[CH:16]=[CH:15][NH:14][C:11]3=[N:12][CH:13]=2)[CH:5]=[CH:6][CH:7]=1.[C:23]([O:27][C:28]([NH:30][C:31]([CH3:45])([CH3:44])[CH2:32][C@H:33]([C:37]1[CH:42]=[CH:41][C:40]([Cl:43])=[CH:39][CH:38]=1)[C:34](O)=[O:35])=[O:29])([CH3:26])([CH3:25])[CH3:24].C1C=CC2N(O)N=NC=2C=1.O.CCN=C=NCCCN(C)C.CCN(C(C)C)C(C)C.C([O-])([O-])=O.[Na+].[Na+], predict the reaction product. (6) Given the reactants [CH2:1]([O:3][C:4]([N:6]([CH2:14][C:15]([OH:17])=O)[CH2:7][CH2:8][C:9]1[S:10][CH:11]=[CH:12][CH:13]=1)=[O:5])[CH3:2].CN(C=O)C.OCl.C(Cl)(=O)C([Cl:28])=O, predict the reaction product. The product is: [CH2:1]([O:3][C:4]([N:6]([CH2:14][C:15]([Cl:28])=[O:17])[CH2:7][CH2:8][C:9]1[S:10][CH:11]=[CH:12][CH:13]=1)=[O:5])[CH3:2]. (7) Given the reactants [Cl:1][C:2]1[CH:3]=[C:4]2[C:8](=[CH:9][CH:10]=1)[NH:7][C:6](=[O:11])[CH2:5]2.C[Si](C)(C)N[Si](C)(C)C.[Na].[NH2:22][C:23]1[CH:24]=[C:25]2[C:30](=[CH:31][CH:32]=1)[C:28](=O)[O:27][CH2:26]2, predict the reaction product. The product is: [NH2:22][C:23]1[CH:24]=[C:25]2[C:30](=[CH:31][CH:32]=1)[C:28](=[C:5]1[C:4]3[C:8](=[CH:9][CH:10]=[C:2]([Cl:1])[CH:3]=3)[NH:7][C:6]1=[O:11])[O:27][CH2:26]2. (8) Given the reactants [F:1][C:2]([F:17])([F:16])[CH:3]([C:12]([F:15])([F:14])[F:13])[O:4][CH2:5][CH2:6][CH2:7][S:8](Cl)(=[O:10])=[O:9].[CH3:18][N:19]([CH2:21][CH2:22][CH2:23][NH2:24])[CH3:20], predict the reaction product. The product is: [CH3:18][N:19]([CH3:20])[CH2:21][CH2:22][CH2:23][NH:24][S:8]([CH2:7][CH2:6][CH2:5][O:4][CH:3]([C:12]([F:15])([F:14])[F:13])[C:2]([F:17])([F:16])[F:1])(=[O:10])=[O:9]. (9) Given the reactants Br[C:2]1[CH:11]=[C:10]2[C:5]([CH:6]=[C:7]([CH3:30])[C:8]([CH:19]([O:25][C:26]([CH3:29])([CH3:28])[CH3:27])[C:20]([O:22]CC)=[O:21])=[C:9]2[C:12]2[CH:17]=[CH:16][C:15]([Cl:18])=[CH:14][CH:13]=2)=[CH:4][CH:3]=1.[C:31]1([C:37]([OH:41])([C:39]#[CH:40])[CH3:38])[CH:36]=[CH:35][CH:34]=[CH:33][CH:32]=1, predict the reaction product. The product is: [C:26]([O:25][CH:19]([C:8]1[C:7]([CH3:30])=[CH:6][C:5]2[C:10](=[CH:11][C:2]([C:40]#[C:39][C:37]([OH:41])([C:31]3[CH:36]=[CH:35][CH:34]=[CH:33][CH:32]=3)[CH3:38])=[CH:3][CH:4]=2)[C:9]=1[C:12]1[CH:17]=[CH:16][C:15]([Cl:18])=[CH:14][CH:13]=1)[C:20]([OH:22])=[O:21])([CH3:29])([CH3:27])[CH3:28].